This data is from Peptide-MHC class I binding affinity with 185,985 pairs from IEDB/IMGT. The task is: Regression. Given a peptide amino acid sequence and an MHC pseudo amino acid sequence, predict their binding affinity value. This is MHC class I binding data. (1) The peptide sequence is KLDNHDILTY. The MHC is HLA-A03:01 with pseudo-sequence HLA-A03:01. The binding affinity (normalized) is 0.571. (2) The binding affinity (normalized) is 0.436. The MHC is Mamu-B03 with pseudo-sequence Mamu-B03. The peptide sequence is MRCNKSETDR. (3) The MHC is HLA-A68:02 with pseudo-sequence HLA-A68:02. The peptide sequence is LMLKATLLCV. The binding affinity (normalized) is 0.160. (4) The peptide sequence is FQWWRSHPL. The MHC is HLA-B15:42 with pseudo-sequence HLA-B15:42. The binding affinity (normalized) is 0.213. (5) The peptide sequence is SRKKGFLGL. The MHC is HLA-B73:01 with pseudo-sequence HLA-B73:01. The binding affinity (normalized) is 0.0847. (6) The peptide sequence is SFPDPPTDT. The MHC is Mamu-A01 with pseudo-sequence Mamu-A01. The binding affinity (normalized) is 0.